Dataset: Full USPTO retrosynthesis dataset with 1.9M reactions from patents (1976-2016). Task: Predict the reactants needed to synthesize the given product. (1) Given the product [CH3:1][O:2][C:3]1[CH:12]=[CH:11][CH:10]=[C:9]2[C:4]=1[CH2:5][C@@H:6]([NH:13][C:15](=[O:16])[O:17][CH2:18][CH3:19])[CH2:7][O:8]2, predict the reactants needed to synthesize it. The reactants are: [CH3:1][O:2][C:3]1[CH:12]=[CH:11][CH:10]=[C:9]2[C:4]=1[CH2:5][C@@H:6]([NH2:13])[CH2:7][O:8]2.Cl[C:15]([O:17][CH2:18][CH3:19])=[O:16].C(N(C(C)C)C(C)C)C. (2) Given the product [ClH:1].[Br:9][C:10]1[CH:11]=[C:12]2[C:13]3([CH2:25][CH2:26][S:30][C:29]([NH:31][C:32](=[O:42])[C:33]4[CH:34]=[CH:35][C:36]([N+:39]([O-:41])=[O:40])=[CH:37][CH:38]=4)=[N:28]3)[C:14]3[CH:19]=[C:18]([Cl:20])[N:17]=[CH:16][C:15]=3[O:21][C:22]2=[CH:23][CH:24]=1, predict the reactants needed to synthesize it. The reactants are: [Cl:1]C(N(C)C)=C(C)C.[Br:9][C:10]1[CH:11]=[C:12]2[C:22](=[CH:23][CH:24]=1)[O:21][C:15]1[CH:16]=[N:17][C:18]([Cl:20])=[CH:19][C:14]=1[C:13]2([NH:28][C:29]([NH:31][C:32](=[O:42])[C:33]1[CH:38]=[CH:37][C:36]([N+:39]([O-:41])=[O:40])=[CH:35][CH:34]=1)=[S:30])[CH2:25][CH2:26]O. (3) Given the product [Cl:1][C:2]1[CH:3]=[CH:4][C:5]([CH3:11])=[C:6]([NH:8][C:9]([NH:14][CH2:12][CH3:13])=[S:10])[CH:7]=1, predict the reactants needed to synthesize it. The reactants are: [Cl:1][C:2]1[CH:3]=[CH:4][C:5]([CH3:11])=[C:6]([N:8]=[C:9]=[S:10])[CH:7]=1.[CH2:12]([NH2:14])[CH3:13]. (4) Given the product [C:30]1([CH2:29][CH2:28][CH2:27][NH:24][C:25]([N:13]2[CH2:12][C:11]3([N:8]([CH2:1][C:2]4[CH:7]=[CH:6][CH:5]=[CH:4][CH:3]=4)[CH2:9][CH2:10]3)[CH2:14]2)=[O:26])[CH:35]=[CH:34][CH:33]=[CH:32][CH:31]=1, predict the reactants needed to synthesize it. The reactants are: [CH2:1]([N:8]1[C:11]2([CH2:14][NH:13][CH2:12]2)[CH2:10][CH2:9]1)[C:2]1[CH:7]=[CH:6][CH:5]=[CH:4][CH:3]=1.C(N(C(C)C)CC)(C)C.[N:24]([CH2:27][CH2:28][CH2:29][C:30]1[CH:35]=[CH:34][CH:33]=[CH:32][CH:31]=1)=[C:25]=[O:26]. (5) Given the product [Br:1][C:2]1[CH:3]=[CH:4][C:5]2[N:11]3[C:12]([CH3:15])=[N:13][N:14]=[C:10]3[CH2:9][CH2:8][C:7](=[O:23])[C:6]=2[CH:21]=1, predict the reactants needed to synthesize it. The reactants are: [Br:1][C:2]1[CH:3]=[CH:4][C:5]2[N:11]3[C:12]([CH3:15])=[N:13][N:14]=[C:10]3[CH2:9][CH2:8][C:7](=NNC(=O)C)[C:6]=2[CH:21]=1.Cl.[O:23]1CCOCC1. (6) Given the product [C:6](=[O:7])([O:4][CH:1]([CH3:3])[CH3:2])[O:8][CH:9]([Cl:11])[CH3:10], predict the reactants needed to synthesize it. The reactants are: [CH:1]([OH:4])([CH3:3])[CH3:2].Cl[C:6]([O:8][CH:9]([Cl:11])[CH3:10])=[O:7].N1C=CC=CC=1. (7) Given the product [Br:11][C:10]1[CH:9]=[N:8][N:5]2[CH:6]=[CH:7][C:2]([Cl:1])=[N:3][C:4]=12, predict the reactants needed to synthesize it. The reactants are: [Cl:1][C:2]1[CH:7]=[CH:6][N:5]2[N:8]=[CH:9][CH:10]=[C:4]2[N:3]=1.[Br:11]Br.